This data is from Catalyst prediction with 721,799 reactions and 888 catalyst types from USPTO. The task is: Predict which catalyst facilitates the given reaction. (1) Reactant: [Cl:1][CH2:2][CH2:3][CH2:4][S:5]([O:8][CH2:9][C:10]([CH3:25])([CH3:24])[C@@H:11]([O:14][CH2:15][C:16]1[CH:21]=[CH:20][C:19]([O:22][CH3:23])=[CH:18][CH:17]=1)[CH:12]=C)(=[O:7])=[O:6].O=O.[O:28]=[O+][O-].CSC. Product: [Cl:1][CH2:2][CH2:3][CH2:4][S:5]([O:8][CH2:9][C:10]([CH3:24])([CH3:25])[C@@H:11]([O:14][CH2:15][C:16]1[CH:17]=[CH:18][C:19]([O:22][CH3:23])=[CH:20][CH:21]=1)[CH:12]=[O:28])(=[O:6])=[O:7]. The catalyst class is: 4. (2) Reactant: [Br:1][C:2]1[CH:11]=[CH:10][C:5]2[N:6]=[C:7]([NH2:9])[S:8][C:4]=2[CH:3]=1.[CH:12]1[N:16]=[CH:15][N:14]([C:17](N2C=NC=C2)=[O:18])[CH:13]=1. Product: [Br:1][C:2]1[CH:11]=[CH:10][C:5]2[N:6]=[C:7]([NH:9][C:17]([N:14]3[CH:13]=[CH:12][N:16]=[CH:15]3)=[O:18])[S:8][C:4]=2[CH:3]=1. The catalyst class is: 2. (3) Reactant: C[O:2][C:3]1[CH:4]=[C:5]([C:9]([CH3:14])([CH3:13])[C:10](=[O:12])[CH3:11])[CH:6]=[CH:7][CH:8]=1.B(Br)(Br)Br.O. Product: [OH:2][C:3]1[CH:4]=[C:5]([C:9]([CH3:14])([CH3:13])[C:10](=[O:12])[CH3:11])[CH:6]=[CH:7][CH:8]=1. The catalyst class is: 2. (4) Reactant: C([N:8]1[CH2:12][C@H:11]([C:13]2[CH:18]=[CH:17][C:16]([Cl:19])=[C:15]([Cl:20])[CH:14]=2)[C@@H:10]([C@@H:21]([O:31][C:32]2[CH:37]=[CH:36][C:35]([Cl:38])=[CH:34][N:33]=2)[CH2:22][O:23][Si:24]([C:27]([CH3:30])([CH3:29])[CH3:28])([CH3:26])[CH3:25])[CH2:9]1)C1C=CC=CC=1.ClC(OC(Cl)C)=O.CCN(C(C)C)C(C)C. Product: [C:27]([Si:24]([CH3:26])([CH3:25])[O:23][CH2:22][C@@H:21]([C@@H:10]1[C@@H:11]([C:13]2[CH:18]=[CH:17][C:16]([Cl:19])=[C:15]([Cl:20])[CH:14]=2)[CH2:12][NH:8][CH2:9]1)[O:31][C:32]1[CH:37]=[CH:36][C:35]([Cl:38])=[CH:34][N:33]=1)([CH3:30])([CH3:29])[CH3:28]. The catalyst class is: 11. (5) Reactant: [Cl:1][C:2]1[N:7]=[N:6][C:5]([CH2:8][CH2:9]Cl)=[C:4]([C:11]2[NH:12][C:13]3[C:18]([CH:19]=2)=[C:17]([F:20])[CH:16]=[CH:15][CH:14]=3)[CH:3]=1.C([O-])([O-])=O.[Cs+].[Cs+]. Product: [Cl:1][C:2]1[N:7]=[N:6][C:5]2[CH2:8][CH2:9][N:12]3[C:13]4[CH:14]=[CH:15][CH:16]=[C:17]([F:20])[C:18]=4[CH:19]=[C:11]3[C:4]=2[CH:3]=1. The catalyst class is: 3. (6) Reactant: CN(C=O)C.[Cl:6][C:7]1[CH:12]=[C:11]([N+]([O-])=O)[CH:10]=[CH:9][N:8]=1.[CH3:16][O:17][C:18]1[CH:19]=[C:20]([CH2:26][CH2:27][OH:28])[CH:21]=[CH:22][C:23]=1[O:24][CH3:25].[H-].[Na+]. Product: [Cl:6][C:7]1[CH:12]=[C:11]([O:28][CH2:27][CH2:26][C:20]2[CH:21]=[CH:22][C:23]([O:24][CH3:25])=[C:18]([O:17][CH3:16])[CH:19]=2)[CH:10]=[CH:9][N:8]=1. The catalyst class is: 6. (7) Reactant: Cl.CN(C)CCCN=C=NCC.[C:13]([C:15]1[CH:16]=[C:17]2[C:22](=[CH:23][C:24]=1[O:25][CH3:26])[N:21]=[CH:20][CH:19]=[C:18]2[O:27][C:28]1[CH:29]=[CH:30][C:31]([CH2:34][C:35](O)=[O:36])=[N:32][CH:33]=1)#[N:14].[NH2:38][C:39]1[NH:43][N:42]=[C:41]([CH2:44][CH3:45])[CH:40]=1.C(N(C(C)C)CC)(C)C. Product: [CH2:44]([C:41]1[NH:42][N:43]=[C:39]([NH:38][C:35](=[O:36])[CH2:34][C:31]2[CH:30]=[CH:29][C:28]([O:27][C:18]3[C:17]4[C:22](=[CH:23][C:24]([O:25][CH3:26])=[C:15]([C:13]#[N:14])[CH:16]=4)[N:21]=[CH:20][CH:19]=3)=[CH:33][N:32]=2)[CH:40]=1)[CH3:45]. The catalyst class is: 3.